This data is from Peptide-MHC class I binding affinity with 185,985 pairs from IEDB/IMGT. The task is: Regression. Given a peptide amino acid sequence and an MHC pseudo amino acid sequence, predict their binding affinity value. This is MHC class I binding data. (1) The peptide sequence is MFAVGTWMM. The MHC is HLA-A26:01 with pseudo-sequence HLA-A26:01. The binding affinity (normalized) is 0.0847. (2) The peptide sequence is MPFDPSELV. The MHC is HLA-B51:01 with pseudo-sequence HLA-B51:01. The binding affinity (normalized) is 0.602. (3) The peptide sequence is KLSAGVEFLK. The MHC is HLA-A68:01 with pseudo-sequence HLA-A68:01. The binding affinity (normalized) is 0.574. (4) The peptide sequence is VEAVMYMGT. The MHC is HLA-B44:02 with pseudo-sequence HLA-B44:02. The binding affinity (normalized) is 0.0765. (5) The peptide sequence is HMYISKKAK. The MHC is HLA-A24:02 with pseudo-sequence HLA-A24:02. The binding affinity (normalized) is 0. (6) The peptide sequence is WIKDIMTST. The MHC is HLA-A02:02 with pseudo-sequence HLA-A02:02. The binding affinity (normalized) is 0.514.